This data is from Forward reaction prediction with 1.9M reactions from USPTO patents (1976-2016). The task is: Predict the product of the given reaction. (1) Given the reactants C([O:3][C:4]([C@@H:6]1[C@@H:48]2[C@H:7]1[CH2:8][C:9]1[CH:14]=[C:13]([O:15][CH2:16][C:17]3[CH:18]=[C:19]([C:28]4[CH:33]=[CH:32][C:31]([N:34]5[CH2:41][C:40]6[C:36](=[N:37][N:38]([CH2:42][C:43]([OH:46])([CH3:45])[CH3:44])[CH:39]=6)[CH2:35]5)=[CH:30][C:29]=4[F:47])[C:20]([C:24]([F:27])([F:26])[F:25])=[CH:21][C:22]=3[F:23])[N:12]=[CH:11][C:10]=12)=[O:5])C.[Li+].[OH-].O, predict the reaction product. The product is: [F:47][C:29]1[CH:30]=[C:31]([N:34]2[CH2:41][C:40]3[C:36](=[N:37][N:38]([CH2:42][C:43]([OH:46])([CH3:44])[CH3:45])[CH:39]=3)[CH2:35]2)[CH:32]=[CH:33][C:28]=1[C:19]1[C:20]([C:24]([F:25])([F:27])[F:26])=[CH:21][C:22]([F:23])=[C:17]([CH2:16][O:15][C:13]2[N:12]=[CH:11][C:10]3[C@@H:48]4[C@@H:6]([C:4]([OH:5])=[O:3])[C@@H:7]4[CH2:8][C:9]=3[CH:14]=2)[CH:18]=1. (2) Given the reactants [C:1]([O:5][C:6]([N:8]1[CH2:13][CH2:12][CH:11]([C:14]2[C:23]3[C:18](=[CH:19][C:20]([O:25][CH2:26][CH2:27][CH2:28][N:29]4[CH2:34][CH2:33][N:32]([CH3:35])[CH2:31][CH2:30]4)=[C:21](F)[CH:22]=3)[N:17]=[CH:16][N:15]=2)[CH2:10][CH2:9]1)=[O:7])([CH3:4])([CH3:3])[CH3:2].CS(C)=O.[O:40]([CH3:42])[K].CO, predict the reaction product. The product is: [C:1]([O:5][C:6]([N:8]1[CH2:13][CH2:12][CH:11]([C:14]2[C:23]3[C:18](=[CH:19][C:20]([O:25][CH2:26][CH2:27][CH2:28][N:29]4[CH2:34][CH2:33][N:32]([CH3:35])[CH2:31][CH2:30]4)=[C:21]([O:40][CH3:42])[CH:22]=3)[N:17]=[CH:16][N:15]=2)[CH2:10][CH2:9]1)=[O:7])([CH3:4])([CH3:3])[CH3:2].